From a dataset of Experimentally validated miRNA-target interactions with 360,000+ pairs, plus equal number of negative samples. Binary Classification. Given a miRNA mature sequence and a target amino acid sequence, predict their likelihood of interaction. (1) The miRNA is cel-miR-261 with sequence UAGCUUUUUAGUUUUCACG. The protein sequence of the target gene is MGSPEDDLIGIPFPDHSSELLSCLNEQRQLGHLCDLTIRTQGLEYRTHRAVLAACSHYFKKLFTEGGGGTVMGTGGGGTASGGAGAGVCELDFVGPEALGALLEFAYTATLTTSSANMPAVLQAARLLEIPCVIAACMEILQGSGLEAPSPDEDDCERARQYLEAFATATTTASTSGMPNGEDSPPQVPLLPPPPPPPRPVARRSRKPRKAFLQTKGARANHLVPEAPTVLTHPLTYEEEEMVGRLGNSGGSGLGDSYSPPTGAASPAEGPLNYEVFEGEEEEEEMAYPPGYGLAQSNEP.... Result: 0 (no interaction). (2) The miRNA is hsa-miR-4783-5p with sequence GGCGCGCCCAGCUCCCGGGCU. The protein sequence of the target gene is MLMAWCRGPVLLCLRQGLGTNSFLHGLGQEPFEGARSLCCRSSPRDLRDGEREHEAAQRKAPGAESCPSLPLSISDIGTGCLSSLENLRLPTLREESSPRELEDSSGDQGRCGPTHQGSEDPSMLSQAQSATEVEERHVSPSCSTSRERPFQAGELILAETGEGETKFKKLFRLNNFGLLNSNWGAVPFGKIVGKFPGQILRSSFGKQYMLRRPALEDYVVLMKRGTAITFPKDINMILSMMDINPGDTVLEAGSGSGGMSLFLSKAVGSQGRVISFEVRKDHHDLAKKNYKHWRDSWKL.... Result: 0 (no interaction).